From a dataset of Catalyst prediction with 721,799 reactions and 888 catalyst types from USPTO. Predict which catalyst facilitates the given reaction. Reactant: [OH:1][N:2]=[C:3](Cl)[C:4]1[CH:9]=[CH:8][C:7]([CH3:10])=[CH:6][CH:5]=1.[Cl:12][C:13]1[CH:18]=[C:17]([C:19]([C:21]([F:24])([F:23])[F:22])=[CH2:20])[CH:16]=[C:15]([Cl:25])[CH:14]=1. Product: [Cl:12][C:13]1[CH:18]=[C:17]([C:19]2([C:21]([F:24])([F:22])[F:23])[O:1][N:2]=[C:3]([C:4]3[CH:9]=[CH:8][C:7]([CH3:10])=[CH:6][CH:5]=3)[CH2:20]2)[CH:16]=[C:15]([Cl:25])[CH:14]=1. The catalyst class is: 11.